From a dataset of Catalyst prediction with 721,799 reactions and 888 catalyst types from USPTO. Predict which catalyst facilitates the given reaction. (1) Reactant: [CH2:1]([O:8][C:9]1[CH:14]=[C:13]([O:15][CH2:16][C:17]2[CH:22]=[CH:21][CH:20]=[CH:19][CH:18]=2)[C:12]([C:23]2[CH:28]=[C:27]([CH:29]([CH3:31])[CH3:30])[CH:26]=[CH:25][C:24]=2[O:32][CH3:33])=[CH:11][C:10]=1[C:34](O)=[O:35])[C:2]1[CH:7]=[CH:6][CH:5]=[CH:4][CH:3]=1.C1N=CN(C(N2C=NC=C2)=O)C=1.[CH:49]1[CH:54]=[CH:53][C:52]([CH2:55][CH2:56][NH2:57])=[CH:51][CH:50]=1. Product: [CH2:56]([NH:57][C:34]([C:10]1[CH:11]=[C:12]([C:23]2[CH:28]=[C:27]([CH:29]([CH3:30])[CH3:31])[CH:26]=[CH:25][C:24]=2[O:32][CH3:33])[C:13]([O:15][CH2:16][C:17]2[CH:18]=[CH:19][CH:20]=[CH:21][CH:22]=2)=[CH:14][C:9]=1[O:8][CH2:1][C:2]1[CH:3]=[CH:4][CH:5]=[CH:6][CH:7]=1)=[O:35])[CH2:55][C:52]1[CH:53]=[CH:54][CH:49]=[CH:50][CH:51]=1. The catalyst class is: 18. (2) Reactant: [CH3:1][N:2]1[C:6]([C:7]2[N:8]=[N:9][NH:10][N:11]=2)=[C:5]([C:12]2[CH:40]=[CH:39][C:15]([C:16]([N:18]([C@@H:26]3[CH2:31][CH2:30][CH2:29][N:28](C(OC(C)(C)C)=O)[CH2:27]3)[C:19]3[C:24]([CH3:25])=[CH:23][CH:22]=[CH:21][N:20]=3)=[O:17])=[CH:14][CH:13]=2)[CH:4]=[N:3]1.Cl.O1CCOCC1. Product: [CH3:25][C:24]1[C:19]([N:18]([C@@H:26]2[CH2:31][CH2:30][CH2:29][NH:28][CH2:27]2)[C:16](=[O:17])[C:15]2[CH:39]=[CH:40][C:12]([C:5]3[CH:4]=[N:3][N:2]([CH3:1])[C:6]=3[C:7]3[N:8]=[N:9][NH:10][N:11]=3)=[CH:13][CH:14]=2)=[N:20][CH:21]=[CH:22][CH:23]=1. The catalyst class is: 5.